Binary Classification. Given a miRNA mature sequence and a target amino acid sequence, predict their likelihood of interaction. From a dataset of Experimentally validated miRNA-target interactions with 360,000+ pairs, plus equal number of negative samples. (1) The protein sequence of the target gene is MSRRKQAKPQHINWEEGQGEQPQQLPSPDLAEALAAEEPGAPVNSPGNCDEASEDSIPVKRPRREDTHICNKCCAEFFSLSEFMEHKKSCTKTPPVLIMNDSEGPVPSEDFSRAALSHQLGSPSNKDSLQENGSSSGDLKKLGTDSILYLKTEATQPSTPQDISYLPKGKVANTNVTLQALRGTKVAVNQRGAEAPMAPMPAAQGIPWVLEQILCLQQQQLQQIQLTEQIRVQVNMWAAHALHSGVAGADTLKALSSHVSQQVSVSQQVSAAVALLSQKASNPALSLDALKQAKLPHASV.... The miRNA is rno-miR-190a-5p with sequence UGAUAUGUUUGAUAUAUUAGGU. Result: 0 (no interaction). (2) The miRNA is hsa-miR-187-3p with sequence UCGUGUCUUGUGUUGCAGCCGG. The protein sequence of the target gene is MVQRMWAEAAGPAGGAEPLFPGSRRSRSVWDAVRLEVGVPDSCPVVLHSFTQLDPDLPRPESSTQEIGEELINGVIYSISLRKVQLHHGGNKGQRWLGYENESALNLYETCKVRTVKAGTLEKLVEHLVPAFQGSDLSYVTIFLCTYRAFTTTQQVLDLLFKRYGRCDALTASSRYGCILPYSDEDGGPQDQLKNAISSILGTWLDQYSEDFCQPPDFPCLKQLVAYVQLNMPGSDLERRAHLLLAQLEHSEPIEAEPEALSPVPALKPTPELELALTPARAPSPVPAPAPEPEPAPTPA.... Result: 0 (no interaction). (3) The miRNA is gga-let-7i with sequence UGAGGUAGUAGUUUGUGCUGU. The protein sequence of the target gene is MEDPFSLAILNPASNLSVPTQPSWSLNLTSEQGASVPGPHSPPRGPPSHRIHLVFLGIILVAAVAGNTTVLCRLCGGSSGPWPGPKRRKMDFLLVQLAAADLYASGGTALSQLAWELLGDPRPALGDLACRLSHLLQASGRGASAHLVALIALERQLAVRIPQGPQLPARALAALSWLLALLLALPPTFVVRWDAPPSSTANAWPGKHCCRGIFAPLPRWHLQVYALYEAIVGFAAPVALLGFSCGHLLCVWWQRGSQAPVARMPWSPSMARASLPSALPQAKVQSLKMSLALALLFVGC.... Result: 0 (no interaction). (4) The miRNA is hsa-miR-4268 with sequence GGCUCCUCCUCUCAGGAUGUG. The protein sequence of the target gene is MRSEKEGAGGLRAAVAARGPSGREKLSALEVQFHRDSQQQEAETPPTSSSGCGGGAGKPREEKRTALSKVVIRRLPPGLTKEQLEEQLRPLPAHDYFEFFAADLSLYPHLYSRAYINFRNPDDILLFRDRFDGYIFLDSKGLEYPAVVEFAPFQKIAKKKLRKKDAKTGSIEDDPEYKKFLETYCVEEEKTSANPETLLGEMEAKTRELIARRTTPLLEYIKNRKLEKQRIREEKREERRRRELEKKRLREEEKRRRREEERCKKKETDKQKKIAEKEVRIKLLKKPEKGEEPTTEKPKE.... Result: 1 (interaction). (5) The miRNA is hsa-miR-1273c with sequence GGCGACAAAACGAGACCCUGUC. The protein sequence of the target gene is MHHGTGPQNVQHQLQRSRACPGSEGEEQPAHPNPPPSPAAPFAPSASPSAPQSPSYQIQQLMNRSPATGQNVNITLQSVGPVVGGNQQITLAPLPLPSPTSPGFQFSAQPRRFEHGSPSYIQVTSPLSQQVQTQSPTQPSPGPGQALQNVRAGAPGPGLGLCSSSPTGGFVDASVLVRQISLSPSSGGHFVFQDGSGLTQIAQGAQVQLQHPGTPITVRERRPSQPHTQSGGTIHHLGPQSPAAAGGAGLQPLASPSHITTANLPPQISSIIQGQLVQQQQVLQGPPLPRPLGFERTPGV.... Result: 0 (no interaction). (6) Result: 1 (interaction). The protein sequence of the target gene is MRGRLCVGRAAAVAAAVAAAAVAVPLAGGQEGSQGGVRRGSRGTTMVKKRKGRVVIDSDTEDSGSDENLDQELLSLAKRKRSDSEEKEPPVSQPAASSDSETSDSDDEWTFGSNKNKKKGKTRKVEKKGAMKKQANKAASSGSSDRDSSAESSAPEEGEVSDSESSSSSSSSDSDSSSEDEEFHDGYGEDLMGDEEDRARLEQMTEKEREQELFNRIEKREVLKRRFEIKKKLKTAKKKEKKEKKKKQEEEQEKKKLTQIQESQVTSHNKERRSKRDEKLDKKSQAMEELKAEREKRKNR.... The miRNA is mmu-miR-466i-3p with sequence AUACACACACACAUACACACUA. (7) The miRNA is mmu-miR-669p-3p with sequence CAUAACAUACACACACACACGUAU. The protein sequence of the target gene is MGKVLSKIFGNKEMRILMLGLDAAGKTTILYKLKLGQSVTTIPTVGFNVETVTYKNVKFNVWDVGGQDKIRPLWRHYYTGTQGLIFVVDCADRDRIDEARQELHRIINDREMRDAIILIFANKQDLPDAMKPHEIQEKLGLTRIRDRNWYVQPSCATSGDGLYEGLTWLTSNYKS. Result: 0 (no interaction).